Dataset: Full USPTO retrosynthesis dataset with 1.9M reactions from patents (1976-2016). Task: Predict the reactants needed to synthesize the given product. (1) The reactants are: CO[CH:3]=[C:4]([C:11]([O:13][CH3:14])=[O:12])/[CH:5]=[CH:6]\[C:7]([O:9]C)=O.CN(C=O)C.[F:20][C:21]1[CH:26]=[CH:25][C:24]([NH2:27])=[CH:23][CH:22]=1. Given the product [F:20][C:21]1[CH:26]=[CH:25][C:24]([N:27]2[C:7](=[O:9])[CH:6]=[CH:5][C:4]([C:11]([O:13][CH3:14])=[O:12])=[CH:3]2)=[CH:23][CH:22]=1, predict the reactants needed to synthesize it. (2) Given the product [F:1][C:2]1[CH:9]=[CH:8][CH:7]=[CH:6][C:3]=1[CH2:4][NH:5][CH2:11][CH2:10][CH2:16][S:13]([OH:15])(=[O:14])=[O:12], predict the reactants needed to synthesize it. The reactants are: [F:1][C:2]1[CH:9]=[CH:8][CH:7]=[CH:6][C:3]=1[CH2:4][NH2:5].[CH2:10]1[CH2:16][S:13](=[O:15])(=[O:14])[O:12][CH2:11]1. (3) Given the product [CH3:12][CH:11]([N:10]([CH2:9][C:8]1[CH:15]=[CH:16][CH:17]=[C:6]([C:2]2[S:1][CH:5]=[CH:4][N:3]=2)[CH:7]=1)[C:19]([NH:18][C:21]1[CH:26]=[CH:25][C:24]([O:27][C:28]([F:29])([F:30])[F:31])=[CH:23][CH:22]=1)=[O:20])[C:13]#[CH:14], predict the reactants needed to synthesize it. The reactants are: [S:1]1[CH:5]=[CH:4][N:3]=[C:2]1[C:6]1[CH:7]=[C:8]([CH:15]=[CH:16][CH:17]=1)[CH2:9][NH:10][CH:11]([C:13]#[CH:14])[CH3:12].[N:18]([C:21]1[CH:26]=[CH:25][C:24]([O:27][C:28]([F:31])([F:30])[F:29])=[CH:23][CH:22]=1)=[C:19]=[O:20]. (4) Given the product [CH2:38]([N:34]([CH2:35][CH2:36][CH3:37])[CH2:33][CH2:32][CH2:31][CH2:30][N:28]([CH2:27][C:24]1[CH:23]=[CH:22][C:21]([CH2:20][N:12]([CH2:11][C:7]2[N:6]([CH2:5][C:4]([OH:41])=[O:3])[CH:10]=[CH:9][N:8]=2)[CH2:13][C:14]2[N:15]([CH3:19])[CH:16]=[CH:17][N:18]=2)=[CH:26][CH:25]=1)[CH3:29])[CH2:39][CH3:40], predict the reactants needed to synthesize it. The reactants are: C([O:3][C:4](=[O:41])[CH2:5][N:6]1[CH:10]=[CH:9][N:8]=[C:7]1[CH2:11][N:12]([CH2:20][C:21]1[CH:26]=[CH:25][C:24]([CH2:27][N:28]([CH2:30][CH2:31][CH2:32][CH2:33][N:34]([CH2:38][CH2:39][CH3:40])[CH2:35][CH2:36][CH3:37])[CH3:29])=[CH:23][CH:22]=1)[CH2:13][C:14]1[N:15]([CH3:19])[CH:16]=[CH:17][N:18]=1)C.Cl.